From a dataset of Full USPTO retrosynthesis dataset with 1.9M reactions from patents (1976-2016). Predict the reactants needed to synthesize the given product. Given the product [C:1]1([C:7]([C:16]2[CH:21]=[CH:20][CH:19]=[CH:18][CH:17]=2)=[C:8]2[CH2:9][CH2:10][N:11]([CH3:14])[CH2:12][CH2:13]2)[CH:2]=[CH:3][CH:4]=[CH:5][CH:6]=1, predict the reactants needed to synthesize it. The reactants are: [C:1]1([C:7]([C:16]2[CH:21]=[CH:20][CH:19]=[CH:18][CH:17]=2)(O)[CH:8]2[CH2:13][CH2:12][N:11]([CH3:14])[CH2:10][CH2:9]2)[CH:6]=[CH:5][CH:4]=[CH:3][CH:2]=1.C(OCC)(=O)C.[OH-].[Na+].